From a dataset of Rat liver microsome stability data. Regression/Classification. Given a drug SMILES string, predict its absorption, distribution, metabolism, or excretion properties. Task type varies by dataset: regression for continuous measurements (e.g., permeability, clearance, half-life) or binary classification for categorical outcomes (e.g., BBB penetration, CYP inhibition). Dataset: rlm. (1) The result is 1 (stable in rat liver microsomes). The molecule is Cc1cc(C)nc(NC(=S)N2CCN(c3ccc(Cl)cc3[N+](=O)[O-])CC2)c1. (2) The drug is N=c1c2ccccc2nnn1-c1ccc(C(F)(F)F)cc1. The result is 0 (unstable in rat liver microsomes). (3) The compound is CCOc1cc(NC(=O)C2(NC(=O)c3ccc4c(C5CCCC5)c(-c5ncc(Cl)cn5)n(C)c4c3)CCC2)ccc1C=CC(=O)OCC(=O)N1CCOCC1. The result is 0 (unstable in rat liver microsomes). (4) The drug is COCCCC[C@@](O)(c1cccc(Cl)c1-c1cccc(C)c1)[C@@H]1CCCN(C(=O)[C@H]2C[C@@H](N)[C@@H](O)C2)C1. The result is 0 (unstable in rat liver microsomes).